This data is from Reaction yield outcomes from USPTO patents with 853,638 reactions. The task is: Predict the reaction yield, written as a fraction of the theoretical maximum amount of product (1.0 means a 100% yield; for example, 0.34 means a 34% yield). (1) The reactants are [Cl:1][C:2]1[CH:3]=[CH:4][C:5]([O:31][CH3:32])=[C:6]([S:8]([NH:11][C:12]2[CH:13]=[C:14]([CH:28]=[CH:29][CH:30]=2)[C:15]([NH:17][C:18]2[CH:23]=[CH:22][C:21]([C:24](=[NH:27])[NH:25][OH:26])=[CH:20][CH:19]=2)=[O:16])(=[O:10])=[O:9])[CH:7]=1.[C:33](N1C=CN=C1)(N1C=CN=C1)=[S:34].N12CCCC1=NCCC2. The catalyst is C(#N)C. The product is [Cl:1][C:2]1[CH:3]=[CH:4][C:5]([O:31][CH3:32])=[C:6]([S:8]([NH:11][C:12]2[CH:13]=[C:14]([CH:28]=[CH:29][CH:30]=2)[C:15]([NH:17][C:18]2[CH:19]=[CH:20][C:21]([C:24]3[NH:27][C:33](=[S:34])[O:26][N:25]=3)=[CH:22][CH:23]=2)=[O:16])(=[O:10])=[O:9])[CH:7]=1. The yield is 0.200. (2) The reactants are C[O:2][C:3](=[O:36])[C:4]1[CH:9]=[CH:8][C:7]([O:10][CH2:11][CH2:12][C:13]2[N:14]=[C:15]([NH:18][C:19]([NH:21][C:22]3[CH:27]=[CH:26][C:25]([CH3:28])=[CH:24][C:23]=3[C:29]([CH:31]3[CH2:35][CH2:34][CH2:33][CH2:32]3)=[O:30])=[O:20])[S:16][CH:17]=2)=[CH:6][CH:5]=1. The catalyst is [Li+].[OH-]. The product is [CH:31]1([C:29]([C:23]2[CH:24]=[C:25]([CH3:28])[CH:26]=[CH:27][C:22]=2[NH:21][C:19](=[O:20])[NH:18][C:15]2[S:16][CH:17]=[C:13]([CH2:12][CH2:11][O:10][C:7]3[CH:6]=[CH:5][C:4]([C:3]([OH:36])=[O:2])=[CH:9][CH:8]=3)[N:14]=2)=[O:30])[CH2:35][CH2:34][CH2:33][CH2:32]1. The yield is 0.960. (3) The catalyst is C1COCC1. The reactants are [C:1]([O:5][C:6](=[O:14])[NH:7][C:8]1[CH:13]=[CH:12][N:11]=[CH:10][CH:9]=1)([CH3:4])([CH3:3])[CH3:2].[Li]C(C)(C)C.Br[CH:21]([OH:23])[CH3:22].[Li]CCCC. The product is [C:1]([O:5][C:6](=[O:14])[NH:7][C:8]1[CH:13]=[CH:12][N:11]=[CH:10][C:9]=1[CH2:22][CH2:21][OH:23])([CH3:4])([CH3:2])[CH3:3]. The yield is 0.190. (4) The reactants are Br[C:2]1[CH:7]=[C:6]([O:8][CH3:9])[CH:5]=[C:4]([O:10][CH3:11])[CH:3]=1.[Li]CCCC.[I:17]I. The catalyst is C1COCC1. The product is [I:17][C:2]1[CH:7]=[C:6]([O:8][CH3:9])[CH:5]=[C:4]([O:10][CH3:11])[CH:3]=1. The yield is 0.550. (5) The reactants are CC1(C)[O:6][C:5](=O)[C@H:4]([C@@H:8]([C:13]([N:15]2[CH2:20][CH2:19][N:18]([C:21]3[CH:26]=[CH:25][CH:24]=[CH:23][N:22]=3)[CH2:17][CH2:16]2)=[O:14])[CH2:9][CH:10]([CH3:12])[CH3:11])[O:3]1.[NH2:28][OH:29]. The catalyst is CC(O)C. The product is [OH:29][NH:28][C:5](=[O:6])[C@@H:4]([OH:3])[C@@H:8]([C:13]([N:15]1[CH2:20][CH2:19][N:18]([C:21]2[CH:26]=[CH:25][CH:24]=[CH:23][N:22]=2)[CH2:17][CH2:16]1)=[O:14])[CH2:9][CH:10]([CH3:12])[CH3:11]. The yield is 0.310. (6) The yield is 0.560. The catalyst is CO. The product is [F:1][C:2]1[CH:3]=[CH:4][C:5]([CH2:6][NH:8][C:9]2[C:10]([CH3:27])=[C:11]([CH3:26])[C:12]3[O:16][C:15]([CH3:17])=[C:14]([C:18]4[CH:23]=[CH:22][CH:21]=[CH:20][CH:19]=4)[C:13]=3[C:24]=2[CH3:25])=[CH:28][CH:29]=1. The reactants are [F:1][C:2]1[CH:29]=[CH:28][C:5]([C:6]([NH:8][C:9]2[C:10]([CH3:27])=[C:11]([CH3:26])[C:12]3[O:16][C:15]([CH3:17])=[C:14]([C:18]4[CH:23]=[CH:22][CH:21]=[CH:20][CH:19]=4)[C:13]=3[C:24]=2[CH3:25])=O)=[CH:4][CH:3]=1. (7) The reactants are [N:1]1[N:2]2[CH2:11][CH2:10][CH2:9][C:3]2=[CH:4][C:5]=1C(O)=O.C([N:14]([CH2:17]C)CC)C.C1C=CC(P(N=[N+]=[N-])(C2C=CC=CC=2)=[O:26])=CC=1.[C:36]([OH:40])([CH3:39])([CH3:38])[CH3:37]. No catalyst specified. The product is [N:1]1[N:2]2[CH2:11][CH2:10][CH2:9][C:3]2=[CH:4][C:5]=1[NH:14][C:17](=[O:26])[O:40][C:36]([CH3:39])([CH3:38])[CH3:37]. The yield is 0.155. (8) The reactants are [C:1]([O:5][C:6]([NH:8][C:9]1[O:17][C:16]2[C:11](=[N:12][CH:13]=[C:14]([CH2:18][CH3:19])[CH:15]=2)[C:10]=1[C:20]([O:22]CC)=[O:21])=[O:7])([CH3:4])([CH3:3])[CH3:2].O[Li].O. The catalyst is C1COCC1.O.CO. The product is [C:1]([O:5][C:6]([NH:8][C:9]1[O:17][C:16]2[C:11](=[N:12][CH:13]=[C:14]([CH2:18][CH3:19])[CH:15]=2)[C:10]=1[C:20]([OH:22])=[O:21])=[O:7])([CH3:2])([CH3:3])[CH3:4]. The yield is 0.564. (9) The reactants are [CH2:1]([N:8]1[CH:12]=[C:11]([C:13]2[NH:21][C:20]3[C:19](=[O:22])[N:18]([CH2:23][CH2:24][CH3:25])[C:17]([N:26]4[CH2:30][CH2:29][CH2:28][CH2:27]4)=[N:16][C:15]=3[N:14]=2)[CH:10]=[N:9]1)[C:2]1[CH:7]=[CH:6][CH:5]=[CH:4][CH:3]=1.C(=O)([O-])[O-].[K+].[K+].[CH3:37][Si:38]([CH3:45])([CH3:44])[CH2:39][CH2:40][O:41][CH2:42]Cl. The catalyst is CN(C=O)C.O. The product is [CH2:1]([N:8]1[CH:12]=[C:11]([C:13]2[N:21]([CH2:42][O:41][CH2:40][CH2:39][Si:38]([CH3:45])([CH3:44])[CH3:37])[C:20]3[C:19](=[O:22])[N:18]([CH2:23][CH2:24][CH3:25])[C:17]([N:26]4[CH2:27][CH2:28][CH2:29][CH2:30]4)=[N:16][C:15]=3[N:14]=2)[CH:10]=[N:9]1)[C:2]1[CH:3]=[CH:4][CH:5]=[CH:6][CH:7]=1. The yield is 0.300. (10) The reactants are [CH:1]([O:14][C:15]([C:17]1([O:20]/[N:21]=[C:22](/[C:26]2[N:27]=[C:28]([NH:31][C:32]([O:34][C:35]([CH3:38])([CH3:37])[CH3:36])=[O:33])[S:29][CH:30]=2)\[C:23](O)=[O:24])[CH2:19][CH2:18]1)=[O:16])([C:8]1[CH:13]=[CH:12][CH:11]=[CH:10][CH:9]=1)[C:2]1[CH:7]=[CH:6][CH:5]=[CH:4][CH:3]=1.[NH2:39][C@@H:40]1[C:43](=[O:44])[NH:42][C@@H:41]1[CH2:45][N:46]1[N:50]=[C:49]([C@@H:51]([N:53]([CH2:61][CH2:62][CH2:63][NH:64][C:65]([O:67][C:68]([CH3:71])([CH3:70])[CH3:69])=[O:66])[C:54](=[O:60])[O:55][C:56]([CH3:59])([CH3:58])[CH3:57])[CH3:52])[CH:48]=[N:47]1.CCN(C(C)C)C(C)C.CN(C(ON1N=NC2C=CC=NC1=2)=[N+](C)C)C.F[P-](F)(F)(F)(F)F. The catalyst is C(Cl)Cl.CN(C=O)C.CCOC(C)=O. The product is [C:56]([O:55][C:54]([N:53]([CH2:61][CH2:62][CH2:63][NH:64][C:65]([O:67][C:68]([CH3:70])([CH3:69])[CH3:71])=[O:66])[C@H:51]([C:49]1[CH:48]=[N:47][N:46]([CH2:45][C@@H:41]2[C@H:40]([NH:39][C:23](=[O:24])/[C:22](=[N:21]\[O:20][C:17]3([C:15]([O:14][CH:1]([C:2]4[CH:7]=[CH:6][CH:5]=[CH:4][CH:3]=4)[C:8]4[CH:13]=[CH:12][CH:11]=[CH:10][CH:9]=4)=[O:16])[CH2:19][CH2:18]3)/[C:26]3[N:27]=[C:28]([NH:31][C:32]([O:34][C:35]([CH3:38])([CH3:37])[CH3:36])=[O:33])[S:29][CH:30]=3)[C:43](=[O:44])[NH:42]2)[N:50]=1)[CH3:52])=[O:60])([CH3:57])([CH3:58])[CH3:59]. The yield is 0.960.